From a dataset of Catalyst prediction with 721,799 reactions and 888 catalyst types from USPTO. Predict which catalyst facilitates the given reaction. (1) Product: [CH:9]1([CH2:10][C:6]#[C:5][Si:2]([CH3:4])([CH3:3])[CH3:1])[CH2:7][CH2:8]1. Reactant: [CH3:1][Si:2]([C:5]#[CH:6])([CH3:4])[CH3:3].[CH2:7]([Li])[CH2:8][CH2:9][CH3:10].CCCCCC.CN(P(N(C)C)(N(C)C)=O)C.BrCC1CC1. The catalyst class is: 1. (2) Reactant: Cl[C:2]1[NH:7][C:6]([N:12]2[CH2:17][CH2:16][CH:15]([NH:18][C:19]([C:21]3[NH:22][C:23]([CH3:28])=[C:24]([Cl:27])[C:25]=3[Cl:26])=[O:20])[CH2:14][CH2:13]2)(C(OC)=O)[CH:5]=[CH:4][N:3]=1.[SH:29][CH2:30][CH2:31][OH:32].[C:33](=O)([O-:35])[O-:34].[K+].[K+]. Product: [Cl:26][C:25]1[C:24]([Cl:27])=[C:23]([CH3:28])[NH:22][C:21]=1[C:19]([NH:18][CH:15]1[CH2:14][CH2:13][N:12]([C:6]2[N:7]=[C:2]([S:29][CH2:30][CH2:31][OH:32])[N:3]=[C:4]([C:33]([OH:35])=[O:34])[CH:5]=2)[CH2:17][CH2:16]1)=[O:20]. The catalyst class is: 861. (3) Reactant: [NH2:1][C:2]1[CH:7]=[C:6]([Br:8])[CH:5]=[CH:4][C:3]=1[OH:9].Br[CH:11]([CH2:17]Br)[C:12]([O:14][CH2:15][CH3:16])=[O:13].C(=O)([O-])[O-].[K+].[K+]. Product: [CH2:15]([O:14][C:12]([CH:11]1[CH2:17][NH:1][C:2]2[CH:7]=[C:6]([Br:8])[CH:5]=[CH:4][C:3]=2[O:9]1)=[O:13])[CH3:16]. The catalyst class is: 21. (4) The catalyst class is: 28. Reactant: [ClH:1].[N:2]1[CH:7]=[CH:6][C:5]([C:8]2[S:9][CH:10]=[C:11]([NH:13][C:14](=[O:34])[NH:15][C:16]3[N:21]=[C:20]([CH2:22][N:23]4[CH2:28][CH2:27][CH2:26][CH:25]([C:29]([O:31][CH2:32][CH3:33])=[O:30])[CH2:24]4)[CH:19]=[CH:18][CH:17]=3)[N:12]=2)=[CH:4][CH:3]=1.CO. Product: [ClH:1].[N:2]1[CH:3]=[CH:4][C:5]([C:8]2[S:9][CH:10]=[C:11]([NH:13][C:14](=[O:34])[NH:15][C:16]3[N:21]=[C:20]([CH2:22][N:23]4[CH2:28][CH2:27][CH2:26][CH:25]([C:29]([O:31][CH2:32][CH3:33])=[O:30])[CH2:24]4)[CH:19]=[CH:18][CH:17]=3)[N:12]=2)=[CH:6][CH:7]=1. (5) Reactant: FC(F)(F)C(O)=O.[Cl:8][C:9]1[CH:10]=[CH:11][C:12](/[C:17](/[C:24]2[CH:29]=[CH:28][C:27]([S:30]([N:33]3[CH2:38][CH2:37][N:36](C(OC(C)(C)C)=O)[CH2:35][CH2:34]3)(=[O:32])=[O:31])=[CH:26][CH:25]=2)=[CH:18]/[CH:19]2[CH2:23][CH2:22][CH2:21][CH2:20]2)=[N:13][C:14]=1[O:15][CH3:16]. Product: [Cl:8][C:9]1[CH:10]=[CH:11][C:12](/[C:17](/[C:24]2[CH:29]=[CH:28][C:27]([S:30]([N:33]3[CH2:38][CH2:37][NH:36][CH2:35][CH2:34]3)(=[O:31])=[O:32])=[CH:26][CH:25]=2)=[CH:18]/[CH:19]2[CH2:23][CH2:22][CH2:21][CH2:20]2)=[N:13][C:14]=1[O:15][CH3:16]. The catalyst class is: 22.